This data is from Peptide-MHC class II binding affinity with 134,281 pairs from IEDB. The task is: Regression. Given a peptide amino acid sequence and an MHC pseudo amino acid sequence, predict their binding affinity value. This is MHC class II binding data. The MHC is HLA-DQA10102-DQB10602 with pseudo-sequence HLA-DQA10102-DQB10602. The binding affinity (normalized) is 0.306. The peptide sequence is LALVGFLGGLITGTS.